Dataset: Catalyst prediction with 721,799 reactions and 888 catalyst types from USPTO. Task: Predict which catalyst facilitates the given reaction. (1) Reactant: [NH:1]1[C:9]2[C:4](=[CH:5][CH:6]=[CH:7][N:8]=2)[CH:3]=[CH:2]1.[Al+3].[Cl-].[Cl-].[Cl-].[C:14](Cl)(=[O:16])[CH3:15]. Product: [NH:1]1[C:9]2=[N:8][CH:7]=[CH:6][CH:5]=[C:4]2[C:3]([C:14](=[O:16])[CH3:15])=[CH:2]1. The catalyst class is: 2. (2) Reactant: [OH:1][CH2:2][C:3]1[CH:8]=[CH:7][NH:6][C:5](=[O:9])[CH:4]=1.[Si:10](Cl)([C:13]([CH3:16])([CH3:15])[CH3:14])([CH3:12])[CH3:11].N1C=CN=C1. Product: [Si:10]([O:1][CH2:2][C:3]1[CH:8]=[CH:7][NH:6][C:5](=[O:9])[CH:4]=1)([C:13]([CH3:16])([CH3:15])[CH3:14])([CH3:12])[CH3:11]. The catalyst class is: 31. (3) Reactant: Br[C:2]1[C:10]2[C:9]([NH:11][C@H:12]([C:14]3[N:19]([C:20]4[CH:25]=[CH:24][CH:23]=[CH:22][CH:21]=4)[C:18](=[O:26])[C:17]4=[C:27]([CH3:30])[CH:28]=[CH:29][N:16]4[N:15]=3)[CH3:13])=[N:8][CH:7]=[N:6][C:5]=2[N:4]([CH2:31][O:32][CH2:33][CH2:34][Si:35]([CH3:38])([CH3:37])[CH3:36])[CH:3]=1.[O:39]1[CH2:44][CH2:43][N:42]([C:45]2[CH:46]=[C:47]([NH:60][S:61]([CH3:64])(=[O:63])=[O:62])[CH:48]=[C:49](B3OC(C)(C)C(C)(C)O3)[CH:50]=2)[CH2:41][CH2:40]1.C(=O)([O-])[O-].[Na+].[Na+]. Product: [CH3:30][C:27]1[CH:28]=[CH:29][N:16]2[C:17]=1[C:18](=[O:26])[N:19]([C:20]1[CH:25]=[CH:24][CH:23]=[CH:22][CH:21]=1)[C:14]([C@@H:12]([NH:11][C:9]1[C:10]3[C:2]([C:49]4[CH:48]=[C:47]([NH:60][S:61]([CH3:64])(=[O:63])=[O:62])[CH:46]=[C:45]([N:42]5[CH2:41][CH2:40][O:39][CH2:44][CH2:43]5)[CH:50]=4)=[CH:3][N:4]([CH2:31][O:32][CH2:33][CH2:34][Si:35]([CH3:36])([CH3:37])[CH3:38])[C:5]=3[N:6]=[CH:7][N:8]=1)[CH3:13])=[N:15]2. The catalyst class is: 235. (4) Reactant: [Cl:1][C:2]1[C:10]2[C:5](=[CH:6][CH:7]=[C:8]([C:11]3[N:15]=[C:14]([C:16]4[CH:17]=[C:18]([C:24]5[CH:29]=[CH:28][CH:27]=[CH:26][CH:25]=5)[C:19]([O:22][CH3:23])=[CH:20][CH:21]=4)[O:13][N:12]=3)[CH:9]=2)[N:4]([CH2:30][CH2:31][C:32]([O:34]CC)=[O:33])[CH:3]=1.[OH-].[Na+:38]. Product: [Cl:1][C:2]1[C:10]2[C:5](=[CH:6][CH:7]=[C:8]([C:11]3[N:15]=[C:14]([C:16]4[CH:17]=[C:18]([C:24]5[CH:29]=[CH:28][CH:27]=[CH:26][CH:25]=5)[C:19]([O:22][CH3:23])=[CH:20][CH:21]=4)[O:13][N:12]=3)[CH:9]=2)[N:4]([CH2:30][CH2:31][C:32]([O-:34])=[O:33])[CH:3]=1.[Na+:38]. The catalyst class is: 8. (5) Reactant: [I:1][C:2]1[N:3]=[C:4]([CH2:8][CH2:9][CH3:10])[NH:5][C:6]=1[I:7].[H-].[Na+].[C:13]([NH:20][CH2:21][CH2:22]Br)([O:15][C:16]([CH3:19])([CH3:18])[CH3:17])=[O:14].O. The catalyst class is: 3. Product: [C:16]([O:15][C:13](=[O:14])[NH:20][CH2:21][CH2:22][N:3]1[C:2]([I:1])=[C:6]([I:7])[N:5]=[C:4]1[CH2:8][CH2:9][CH3:10])([CH3:19])([CH3:18])[CH3:17]. (6) The catalyst class is: 22. Reactant: [F:1][C:2]([F:17])([F:16])[C:3]1[CH:8]=[CH:7][N:6]=[C:5]([NH:9][C:10](=[O:15])[O:11][C:12]([CH3:14])=[CH2:13])[CH:4]=1.C1C=C(Cl)C=C(C(OO)=[O:26])C=1. Product: [O-:26][N+:6]1[CH:7]=[CH:8][C:3]([C:2]([F:16])([F:1])[F:17])=[CH:4][C:5]=1[NH:9][C:10](=[O:15])[O:11][C:12]([CH3:14])=[CH2:13]. (7) Reactant: [Br:1][C:2]1[C:10]2[O:9][C:8]([CH3:12])([CH3:11])[CH:7](O)[C:6]=2[C:5]([CH3:14])=[C:4]([NH:15][C:16](=[O:22])[O:17][C:18]([CH3:21])([CH3:20])[CH3:19])[C:3]=1[CH3:23].[NH:24]1[CH2:28][CH2:27][CH2:26][CH2:25]1. Product: [Br:1][C:2]1[C:10]2[O:9][C:8]([CH3:12])([CH3:11])[CH:7]([N:24]3[CH2:28][CH2:27][CH2:26][CH2:25]3)[C:6]=2[C:5]([CH3:14])=[C:4]([NH:15][C:16](=[O:22])[O:17][C:18]([CH3:19])([CH3:21])[CH3:20])[C:3]=1[CH3:23]. The catalyst class is: 175. (8) Reactant: [C:1]([C:3]1[CH:8]=[CH:7][C:6]([S:9]([NH:12][C:13]2[CH:18]=[CH:17][CH:16]=[CH:15][C:14]=2[O:19][C:20]([F:23])([F:22])[F:21])(=[O:11])=[O:10])=[CH:5][CH:4]=1)#[N:2].CO. Product: [NH2:2][CH2:1][C:3]1[CH:8]=[CH:7][C:6]([S:9]([NH:12][C:13]2[CH:18]=[CH:17][CH:16]=[CH:15][C:14]=2[O:19][C:20]([F:23])([F:21])[F:22])(=[O:10])=[O:11])=[CH:5][CH:4]=1. The catalyst class is: 1. (9) Reactant: C(O[C:4](=[O:32])/[CH:5]=[CH:6]/[C:7]1[C:8]([NH:23][C:24]2[C:29]([F:30])=[CH:28][CH:27]=[CH:26][C:25]=2[F:31])=[N:9][C:10](SC)=[N:11][C:12]=1[C:13]1[CH:18]=[CH:17][C:16]([F:19])=[CH:15][C:14]=1[CH3:20])C.[CH3:33][O-:34].[Na+]. Product: [F:30][C:29]1[CH:28]=[CH:27][CH:26]=[C:25]([F:31])[C:24]=1[N:23]1[C:8]2[N:9]=[C:10]([O:34][CH3:33])[N:11]=[C:12]([C:13]3[CH:18]=[CH:17][C:16]([F:19])=[CH:15][C:14]=3[CH3:20])[C:7]=2[CH:6]=[CH:5][C:4]1=[O:32]. The catalyst class is: 5. (10) Reactant: [NH2:1][C:2]1[CH:3]=[C:4]([CH:21]=[CH:22][C:23]=1[O:24][CH:25]1[CH2:27][CH2:26]1)[C:5]([NH:7][C:8]1[CH:9]=[N:10][C:11]([C:14]2[CH:19]=[CH:18][CH:17]=[CH:16][C:15]=2[F:20])=[CH:12][CH:13]=1)=[O:6].[N:28]1([CH2:34][C:35](O)=[O:36])[CH2:33][CH2:32][O:31][CH2:30][CH2:29]1.C(N(C(C)C)C(C)C)C.C1CN([P+](ON2N=NC3C=CC=CC2=3)(N2CCCC2)N2CCCC2)CC1.F[P-](F)(F)(F)(F)F. Product: [CH:25]1([O:24][C:23]2[CH:22]=[CH:21][C:4]([C:5]([NH:7][C:8]3[CH:9]=[N:10][C:11]([C:14]4[CH:19]=[CH:18][CH:17]=[CH:16][C:15]=4[F:20])=[CH:12][CH:13]=3)=[O:6])=[CH:3][C:2]=2[NH:1][C:35](=[O:36])[CH2:34][N:28]2[CH2:33][CH2:32][O:31][CH2:30][CH2:29]2)[CH2:26][CH2:27]1. The catalyst class is: 3.